This data is from NCI-60 drug combinations with 297,098 pairs across 59 cell lines. The task is: Regression. Given two drug SMILES strings and cell line genomic features, predict the synergy score measuring deviation from expected non-interaction effect. Synergy scores: CSS=54.3, Synergy_ZIP=-7.15, Synergy_Bliss=-7.25, Synergy_Loewe=-2.43, Synergy_HSA=-0.762. Cell line: KM12. Drug 1: CCN(CC)CCCC(C)NC1=C2C=C(C=CC2=NC3=C1C=CC(=C3)Cl)OC. Drug 2: CC1=C(C(=O)C2=C(C1=O)N3CC4C(C3(C2COC(=O)N)OC)N4)N.